Dataset: Peptide-MHC class I binding affinity with 185,985 pairs from IEDB/IMGT. Task: Regression. Given a peptide amino acid sequence and an MHC pseudo amino acid sequence, predict their binding affinity value. This is MHC class I binding data. The peptide sequence is EVIPYTPAM. The MHC is HLA-B27:05 with pseudo-sequence HLA-B27:05. The binding affinity (normalized) is 0.0847.